Dataset: Peptide-MHC class I binding affinity with 185,985 pairs from IEDB/IMGT. Task: Regression. Given a peptide amino acid sequence and an MHC pseudo amino acid sequence, predict their binding affinity value. This is MHC class I binding data. (1) The peptide sequence is WALDVPMYF. The MHC is HLA-B57:01 with pseudo-sequence HLA-B57:01. The binding affinity (normalized) is 0.674. (2) The peptide sequence is FVIGGMTGV. The MHC is HLA-A26:01 with pseudo-sequence HLA-A26:01. The binding affinity (normalized) is 0.787. (3) The peptide sequence is CAVNTPVSM. The MHC is HLA-B15:03 with pseudo-sequence HLA-B15:03. The binding affinity (normalized) is 0.652. (4) The peptide sequence is GQQRSTLERTSKASL. The MHC is HLA-A01:01 with pseudo-sequence HLA-A01:01. The binding affinity (normalized) is 0. (5) The peptide sequence is GSMPALTIAC. The MHC is Mamu-A01 with pseudo-sequence Mamu-A01. The binding affinity (normalized) is 0.388.